Predict the reaction yield, written as a fraction of the theoretical maximum amount of product (1.0 means a 100% yield; for example, 0.34 means a 34% yield). From a dataset of Reaction yield outcomes from USPTO patents with 853,638 reactions. (1) The reactants are [H-].[Na+].[I-].[CH3:4][S+](C)(C)=O.[C:9]([C:11]([C:26]([O:28][CH2:29][CH3:30])=[O:27])=[CH:12][CH:13]1[CH2:18][CH2:17][N:16]([C:19]([O:21][C:22]([CH3:25])([CH3:24])[CH3:23])=[O:20])[CH2:15][CH2:14]1)#[N:10].[Cl-].[NH4+]. The catalyst is CS(C)=O.CCOC(C)=O. The product is [C:9]([C:11]1([C:26]([O:28][CH2:29][CH3:30])=[O:27])[CH2:4][CH:12]1[CH:13]1[CH2:18][CH2:17][N:16]([C:19]([O:21][C:22]([CH3:23])([CH3:24])[CH3:25])=[O:20])[CH2:15][CH2:14]1)#[N:10]. The yield is 0.650. (2) The reactants are [CH3:1][C:2]1[CH:11]=[C:10]([CH2:12][O:13][C:14]2[CH:19]=[CH:18][C:17]([S:20]([NH:23][C@@H:24]3[C@H:29]([C:30]([O:32][C:33]([CH3:36])([CH3:35])[CH3:34])=[O:31])[CH2:28][CH:27]=[CH:26][CH2:25]3)(=[O:22])=[O:21])=[CH:16][CH:15]=2)[C:9]2[C:4](=[CH:5][CH:6]=[CH:7][CH:8]=2)[N:3]=1.[C:37](=O)([O-])[O-].[K+].[K+].IC. The catalyst is CN(C)C=O. The product is [CH3:37][N:23]([S:20]([C:17]1[CH:16]=[CH:15][C:14]([O:13][CH2:12][C:10]2[C:9]3[C:4](=[CH:5][CH:6]=[CH:7][CH:8]=3)[N:3]=[C:2]([CH3:1])[CH:11]=2)=[CH:19][CH:18]=1)(=[O:22])=[O:21])[C@@H:24]1[C@H:29]([C:30]([O:32][C:33]([CH3:36])([CH3:35])[CH3:34])=[O:31])[CH2:28][CH:27]=[CH:26][CH2:25]1. The yield is 0.870. (3) The product is [NH2:11][C:12]1[C:13]2[C:20]([C:21]([OH:5])=[O:22])=[CH:19][N:18]([C@@H:23]3[O:35][C@H:34]([CH2:36][O:37][C:38](=[O:40])[CH3:39])[C@@H:29]([O:30][C:31](=[O:33])[CH3:32])[C@@:24]3([CH3:41])[O:25][C:26](=[O:28])[CH3:27])[C:14]=2[N:15]=[CH:16][N:17]=1. The catalyst is O.C(O)(C)(C)C. The reactants are Cl([O-])=O.[Na+].[OH:5]P([O-])(O)=O.[Na+].[NH2:11][C:12]1[C:13]2[C:20]([CH:21]=[O:22])=[CH:19][N:18]([C@@H:23]3[O:35][C@H:34]([CH2:36][O:37][C:38](=[O:40])[CH3:39])[C@@H:29]([O:30][C:31](=[O:33])[CH3:32])[C@@:24]3([CH3:41])[O:25][C:26](=[O:28])[CH3:27])[C:14]=2[N:15]=[CH:16][N:17]=1.CC(=CC)C. The yield is 0.900. (4) The reactants are [CH2:1]([N:5]([C:17]1[N:22]=[C:21]([N:23]([CH:28]2[CH2:33][C:32]([CH3:35])([CH3:34])[N:31]([OH:36])[C:30]([CH3:38])([CH3:37])[CH2:29]2)[CH2:24][CH2:25][CH2:26][CH3:27])[N:20]=[C:19]([Cl:39])[N:18]=1)[CH:6]1[CH2:11][C:10]([CH3:13])([CH3:12])[N:9]([OH:14])[C:8]([CH3:16])([CH3:15])[CH2:7]1)[CH2:2][CH2:3][CH3:4].N(O[C:43]([CH3:46])([CH3:45])C)=O.N[C:48]1[CH:53]=[CH:52][CH:51]=[CH:50][CH:49]=1.N1C=C[CH:57]=[CH:56][CH:55]=1. No catalyst specified. The product is [CH2:1]([N:5]([C:17]1[N:22]=[C:21]([N:23]([CH:28]2[CH2:33][C:32]([CH3:35])([CH3:34])[N:31]([O:36][C:45]3[CH:43]=[CH:46][CH:57]=[CH:56][CH:55]=3)[C:30]([CH3:37])([CH3:38])[CH2:29]2)[CH2:24][CH2:25][CH2:26][CH3:27])[N:20]=[C:19]([Cl:39])[N:18]=1)[CH:6]1[CH2:11][C:10]([CH3:12])([CH3:13])[N:9]([O:14][C:48]2[CH:53]=[CH:52][CH:51]=[CH:50][CH:49]=2)[C:8]([CH3:15])([CH3:16])[CH2:7]1)[CH2:2][CH2:3][CH3:4]. The yield is 0.605.